The task is: Binary Classification. Given a drug SMILES string, predict its activity (active/inactive) in a high-throughput screening assay against a specified biological target.. This data is from M1 muscarinic receptor antagonist screen with 61,756 compounds. (1) The compound is Clc1ccc(Cn2c3c(n(c(=O)[nH]c3=O)C)nc2SCC)cc1. The result is 0 (inactive). (2) The compound is S(=O)(=O)(Nc1noc(c1)C)c1ccc(NC(=O)COc2c(C(C)C)cccc2)cc1. The result is 0 (inactive). (3) The compound is O=C1N(C(=O)CC1N(c1cc(ccc1)C)C(=O)c1occc1)c1cc(ccc1)C. The result is 0 (inactive). (4) The molecule is s1c2c(n(CC(=O)N3CCCc4c3cccc4)c(c2)C(OCC)=O)cc1. The result is 0 (inactive). (5) The molecule is S(=O)(=O)(NCCCN1CCOCC1)c1c2c3c(n(c(=O)c3ccc2)CC)cc1. The result is 0 (inactive). (6) The drug is S(=O)(=O)(N1CCCCC1)c1ccc(NCCCN2CCCC2=O)nc1. The result is 0 (inactive).